This data is from Reaction yield outcomes from USPTO patents with 853,638 reactions. The task is: Predict the reaction yield, written as a fraction of the theoretical maximum amount of product (1.0 means a 100% yield; for example, 0.34 means a 34% yield). (1) The reactants are [CH2:1]([N:8]1[C:17]2[C:12](=[CH:13][C:14]([Cl:18])=[CH:15][CH:16]=2)[C:11](Cl)=[C:10]([C:20]#[N:21])[C:9]1=[O:22])[C:2]1[CH:7]=[CH:6][CH:5]=[CH:4][CH:3]=1.[NH:23]1[CH2:28][CH2:27][NH:26][CH2:25][CH2:24]1. The catalyst is ClCCl. The product is [CH2:1]([N:8]1[C:17]2[C:12](=[CH:13][C:14]([Cl:18])=[CH:15][CH:16]=2)[C:11]([N:23]2[CH2:28][CH2:27][NH:26][CH2:25][CH2:24]2)=[C:10]([C:20]#[N:21])[C:9]1=[O:22])[C:2]1[CH:7]=[CH:6][CH:5]=[CH:4][CH:3]=1. The yield is 0.980. (2) The reactants are [Cl:1][C:2]1[CH:3]=[C:4]2[C:8](=[CH:9][CH:10]=1)[N:7]([CH2:11][C:12]1[CH:17]=[CH:16][C:15]([C:18]([O:20]C)=[O:19])=[CH:14][CH:13]=1)[CH:6]=[C:5]2[C:22](=[O:29])[CH:23]=[C:24]([OH:28])[C:25]([OH:27])=[O:26].[Li+].[OH-]. The catalyst is CO. The product is [C:18]([C:15]1[CH:14]=[CH:13][C:12]([CH2:11][N:7]2[C:8]3[C:4](=[CH:3][C:2]([Cl:1])=[CH:10][CH:9]=3)[C:5]([C:22](=[O:29])[CH:23]=[C:24]([OH:28])[C:25]([OH:27])=[O:26])=[CH:6]2)=[CH:17][CH:16]=1)([OH:20])=[O:19]. The yield is 0.790. (3) The reactants are Br[C:2]1[CH:7]=[C:6]([CH3:8])[CH:5]=[C:4]([F:9])[N:3]=1.[N:10]1([C:16]([O:18][C:19]([CH3:22])([CH3:21])[CH3:20])=[O:17])[CH2:15][CH2:14][NH:13][CH2:12][CH2:11]1.CC(C)([O-])C.[Na+].C1C=CC(P(C2C(C3C(P(C4C=CC=CC=4)C4C=CC=CC=4)=CC=C4C=3C=CC=C4)=C3C(C=CC=C3)=CC=2)C2C=CC=CC=2)=CC=1. The catalyst is C1COCC1.C(OCC)(=O)C.C1C=CC(/C=C/C(/C=C/C2C=CC=CC=2)=O)=CC=1.C1C=CC(/C=C/C(/C=C/C2C=CC=CC=2)=O)=CC=1.C1C=CC(/C=C/C(/C=C/C2C=CC=CC=2)=O)=CC=1.[Pd].[Pd]. The product is [F:9][C:4]1[N:3]=[C:2]([N:13]2[CH2:12][CH2:11][N:10]([C:16]([O:18][C:19]([CH3:22])([CH3:21])[CH3:20])=[O:17])[CH2:15][CH2:14]2)[CH:7]=[C:6]([CH3:8])[CH:5]=1. The yield is 0.610. (4) The reactants are [Cl:1][C:2]1[CH:7]=[CH:6][C:5]([NH:8][CH:9]([C:13]2[CH:18]=[CH:17][CH:16]=[CH:15][CH:14]=2)[C:10]([OH:12])=[O:11])=[CH:4][CH:3]=1.C1CCC(N=C=NC2CCCCC2)CC1.C1C=CC2N(O)N=NC=2C=1.[N:44]12[CH2:51][CH2:50][CH:47]([CH2:48][CH2:49]1)[C@@H:46](O)[CH2:45]2. The catalyst is C1COCC1. The product is [N:44]12[CH2:51][CH2:50][CH:47]([CH2:48][CH2:49]1)[C@@H:46]([O:11][C:10](=[O:12])[CH:9]([NH:8][C:5]1[CH:6]=[CH:7][C:2]([Cl:1])=[CH:3][CH:4]=1)[C:13]1[CH:14]=[CH:15][CH:16]=[CH:17][CH:18]=1)[CH2:45]2. The yield is 0.370.